Dataset: Peptide-MHC class II binding affinity with 134,281 pairs from IEDB. Task: Regression. Given a peptide amino acid sequence and an MHC pseudo amino acid sequence, predict their binding affinity value. This is MHC class II binding data. (1) The peptide sequence is GMFTNRSGSQ. The MHC is DRB1_0405 with pseudo-sequence DRB1_0405. The binding affinity (normalized) is 0.107. (2) The peptide sequence is ARNVRFLPTAAAAQG. The MHC is HLA-DPA10301-DPB10402 with pseudo-sequence HLA-DPA10301-DPB10402. The binding affinity (normalized) is 0.0364. (3) The binding affinity (normalized) is 0.367. The MHC is HLA-DQA10101-DQB10501 with pseudo-sequence HLA-DQA10101-DQB10501. The peptide sequence is EKKYQAATQFEPLAA. (4) The peptide sequence is LVGPFNFRFMSKGGMRNVFDEVIPT. The binding affinity (normalized) is 0.480. The MHC is HLA-DPA10201-DPB10501 with pseudo-sequence HLA-DPA10201-DPB10501. (5) The peptide sequence is VVIQDNSDIKVVPRRKAKII. The MHC is H-2-IAd with pseudo-sequence H-2-IAd. The binding affinity (normalized) is 0.431. (6) The peptide sequence is EKKYFAATQFEWLAA. The MHC is HLA-DPA10301-DPB10402 with pseudo-sequence HLA-DPA10301-DPB10402. The binding affinity (normalized) is 0.883. (7) The peptide sequence is FQTVGSGLDHILSLA. The MHC is DRB3_0101 with pseudo-sequence DRB3_0101. The binding affinity (normalized) is 0.482.